This data is from NCI-60 drug combinations with 297,098 pairs across 59 cell lines. The task is: Regression. Given two drug SMILES strings and cell line genomic features, predict the synergy score measuring deviation from expected non-interaction effect. (1) Drug 1: C1=NC2=C(N=C(N=C2N1C3C(C(C(O3)CO)O)O)F)N. Drug 2: CC1=C(N=C(N=C1N)C(CC(=O)N)NCC(C(=O)N)N)C(=O)NC(C(C2=CN=CN2)OC3C(C(C(C(O3)CO)O)O)OC4C(C(C(C(O4)CO)O)OC(=O)N)O)C(=O)NC(C)C(C(C)C(=O)NC(C(C)O)C(=O)NCCC5=NC(=CS5)C6=NC(=CS6)C(=O)NCCC[S+](C)C)O. Cell line: DU-145. Synergy scores: CSS=32.2, Synergy_ZIP=-5.93, Synergy_Bliss=0.627, Synergy_Loewe=-13.9, Synergy_HSA=3.22. (2) Drug 1: C1CC(=O)NC(=O)C1N2C(=O)C3=CC=CC=C3C2=O. Synergy scores: CSS=-6.11, Synergy_ZIP=-11.9, Synergy_Bliss=-27.7, Synergy_Loewe=-37.2, Synergy_HSA=-37.2. Cell line: HOP-92. Drug 2: CN(C(=O)NC(C=O)C(C(C(CO)O)O)O)N=O. (3) Drug 1: CC(CN1CC(=O)NC(=O)C1)N2CC(=O)NC(=O)C2. Drug 2: CC1=C(C(=CC=C1)Cl)NC(=O)C2=CN=C(S2)NC3=CC(=NC(=N3)C)N4CCN(CC4)CCO. Cell line: CAKI-1. Synergy scores: CSS=68.3, Synergy_ZIP=-3.11, Synergy_Bliss=-1.01, Synergy_Loewe=5.19, Synergy_HSA=6.56. (4) Drug 1: CC1=C(C(=CC=C1)Cl)NC(=O)C2=CN=C(S2)NC3=CC(=NC(=N3)C)N4CCN(CC4)CCO. Drug 2: CC(C)CN1C=NC2=C1C3=CC=CC=C3N=C2N. Cell line: NCI-H322M. Synergy scores: CSS=3.88, Synergy_ZIP=0.134, Synergy_Bliss=1.55, Synergy_Loewe=0.0810, Synergy_HSA=1.02. (5) Drug 1: CC=C1C(=O)NC(C(=O)OC2CC(=O)NC(C(=O)NC(CSSCCC=C2)C(=O)N1)C(C)C)C(C)C. Drug 2: C1=NC2=C(N1)C(=S)N=CN2. Cell line: SF-295. Synergy scores: CSS=44.0, Synergy_ZIP=0.787, Synergy_Bliss=-2.81, Synergy_Loewe=-0.271, Synergy_HSA=-2.06. (6) Drug 1: CC1=C2C(C(=O)C3(C(CC4C(C3C(C(C2(C)C)(CC1OC(=O)C(C(C5=CC=CC=C5)NC(=O)OC(C)(C)C)O)O)OC(=O)C6=CC=CC=C6)(CO4)OC(=O)C)OC)C)OC. Drug 2: CC1=C2C(C(=O)C3(C(CC4C(C3C(C(C2(C)C)(CC1OC(=O)C(C(C5=CC=CC=C5)NC(=O)C6=CC=CC=C6)O)O)OC(=O)C7=CC=CC=C7)(CO4)OC(=O)C)O)C)OC(=O)C. Cell line: COLO 205. Synergy scores: CSS=68.5, Synergy_ZIP=4.81, Synergy_Bliss=0.455, Synergy_Loewe=-4.03, Synergy_HSA=1.71. (7) Synergy scores: CSS=9.10, Synergy_ZIP=-3.89, Synergy_Bliss=0.564, Synergy_Loewe=0.386, Synergy_HSA=0.860. Cell line: A498. Drug 2: C1=CC=C(C=C1)NC(=O)CCCCCCC(=O)NO. Drug 1: CNC(=O)C1=CC=CC=C1SC2=CC3=C(C=C2)C(=NN3)C=CC4=CC=CC=N4.